This data is from Forward reaction prediction with 1.9M reactions from USPTO patents (1976-2016). The task is: Predict the product of the given reaction. (1) Given the reactants C(O[C:4](=O)[C:5]1[CH:10]=[C:9]([F:11])[C:8]([Cl:12])=[CH:7][C:6]=1[F:13])C.[BH4-].[Na+], predict the reaction product. The product is: [Cl:12][C:8]1[C:9]([F:11])=[CH:10][C:5]([CH3:4])=[C:6]([F:13])[CH:7]=1. (2) Given the reactants FC(F)(F)C(O)=O.[CH2:8]1[CH:17]2[N:12]([S:13](=[O:23])(=[O:22])[C:14]3[CH:21]=[CH:20][CH:19]=[CH:18][C:15]=3[CH2:16]2)[CH2:11][CH2:10][N:9]1C(OC(C)(C)C)=O, predict the reaction product. The product is: [CH2:8]1[CH:17]2[N:12]([S:13](=[O:22])(=[O:23])[C:14]3[CH:21]=[CH:20][CH:19]=[CH:18][C:15]=3[CH2:16]2)[CH2:11][CH2:10][NH:9]1.